Task: Predict which catalyst facilitates the given reaction.. Dataset: Catalyst prediction with 721,799 reactions and 888 catalyst types from USPTO Reactant: C([O:3][C:4]([C:6]1[S:15][C:14]2[C:13]3[CH:16]=[CH:17][C:18]([O:20][CH2:21][CH2:22][CH2:23][N:24]([CH3:26])[CH3:25])=[CH:19][C:12]=3[O:11][C:10]3[CH:27]=[CH:28][CH:29]=[CH:30][C:9]=3[C:8]=2[CH:7]=1)=[O:5])C.[OH-].[Na+]. Product: [CH3:26][N:24]([CH3:25])[CH2:23][CH2:22][CH2:21][O:20][C:18]1[CH:17]=[CH:16][C:13]2[C:14]3[S:15][C:6]([C:4]([OH:5])=[O:3])=[CH:7][C:8]=3[C:9]3[CH:30]=[CH:29][CH:28]=[CH:27][C:10]=3[O:11][C:12]=2[CH:19]=1. The catalyst class is: 40.